This data is from Reaction yield outcomes from USPTO patents with 853,638 reactions. The task is: Predict the reaction yield, written as a fraction of the theoretical maximum amount of product (1.0 means a 100% yield; for example, 0.34 means a 34% yield). (1) The reactants are [Br:1][C:2]1[C:10]2[C:9]([Cl:11])=[N:8][CH:7]=[N:6][C:5]=2[NH:4][CH:3]=1.[H-].[Na+].[C:14]1([S:20](Cl)(=[O:22])=[O:21])[CH:19]=[CH:18][CH:17]=[CH:16][CH:15]=1.O. The catalyst is CN(C=O)C. The product is [C:14]1([S:20]([N:4]2[C:5]3[N:6]=[CH:7][N:8]=[C:9]([Cl:11])[C:10]=3[C:2]([Br:1])=[CH:3]2)(=[O:22])=[O:21])[CH:19]=[CH:18][CH:17]=[CH:16][CH:15]=1. The yield is 0.890. (2) The reactants are [C:1]([C:5]1[CH:10]=[C:9]([C:11]([CH3:14])([CH3:13])[CH3:12])[CH:8]=[CH:7][C:6]=1[OH:15])([CH3:4])([CH3:3])[CH3:2].N1C=CC=CC=1.[F:22][C:23]([F:36])([F:35])[S:24](O[S:24]([C:23]([F:36])([F:35])[F:22])(=[O:26])=[O:25])(=[O:26])=[O:25]. The catalyst is C1(C)C=CC=CC=1.Cl. The product is [F:22][C:23]([F:36])([F:35])[S:24]([O:15][C:6]1[CH:7]=[CH:8][C:9]([C:11]([CH3:14])([CH3:13])[CH3:12])=[CH:10][C:5]=1[C:1]([CH3:4])([CH3:3])[CH3:2])(=[O:26])=[O:25]. The yield is 0.680. (3) The reactants are [CH2:1]([O:3][C:4](=[O:10])[CH:5]([Cl:9])C(=O)C)[CH3:2].C([O-])(=O)C.[Na+].[Br:16][C:17]1[CH:18]=[CH:19][C:20]([O:24][CH2:25][CH2:26][C:27]#[CH:28])=[C:21]([NH2:23])[CH:22]=1.[N:29]([O-])=O.[Na+]. The catalyst is Cl.O. The product is [CH2:1]([O:3][C:4](=[O:10])[C:5]([Cl:9])=[N:29][NH:23][C:21]1[CH:22]=[C:17]([Br:16])[CH:18]=[CH:19][C:20]=1[O:24][CH2:25][CH2:26][C:27]#[CH:28])[CH3:2]. The yield is 0.950. (4) The reactants are [NH2:1][C:2]1[O:6][N:5]=[C:4]([CH3:7])[C:3]=1[Br:8].[Cl:9][C:10]1[CH:15]=[CH:14][C:13]([Cl:16])=[CH:12][C:11]=1[S:17](Cl)(=[O:19])=[O:18]. No catalyst specified. The product is [Cl:9][C:10]1[CH:15]=[CH:14][C:13]([Cl:16])=[CH:12][C:11]=1[S:17]([NH:1][C:2]1[O:6][N:5]=[C:4]([CH3:7])[C:3]=1[Br:8])(=[O:19])=[O:18].[Cl:9][C:10]1[CH:15]=[CH:14][C:13]([Cl:16])=[CH:12][C:11]=1[S:17]([NH:1][C:2]1[O:6][N:5]=[C:4]([CH3:7])[C:3]=1[Br:8])(=[O:19])=[O:18]. The yield is 0.530. (5) The reactants are [NH2:1][C@@H:2]1[CH2:7][CH2:6][C@H:5]([C:8]([OH:10])=O)[CH2:4][CH2:3]1. The catalyst is C(Cl)Cl. The product is [CH:2]12[CH2:7][CH2:6][CH:5]([CH2:4][CH2:3]1)[C:8](=[O:10])[NH:1]2. The yield is 0.863. (6) The reactants are [F:1][C:2]([F:7])([F:6])[C:3]([OH:5])=[O:4].[O:8]=[C:9]1[NH:18][CH:17]=[CH:16][C:15]2[N:14]3[CH:19]=[C:20]([CH:22]4[CH2:27][CH2:26][N:25](C=O)[CH2:24][CH2:23]4)[N:21]=[C:13]3[C:12]3[CH:30]=[CH:31][N:32]=[CH:33][C:11]=3[C:10]1=2. The catalyst is Cl. The product is [F:1][C:2]([F:7])([F:6])[C:3]([OH:5])=[O:4].[F:1][C:2]([F:7])([F:6])[C:3]([OH:5])=[O:4].[NH:25]1[CH2:26][CH2:27][CH:22]([C:20]2[N:21]=[C:13]3[C:12]4[CH:30]=[CH:31][N:32]=[CH:33][C:11]=4[C:10]4[C:9](=[O:8])[NH:18][CH:17]=[CH:16][C:15]=4[N:14]3[CH:19]=2)[CH2:23][CH2:24]1. The yield is 0.520. (7) The product is [CH3:1][O:2][C:3]([C:5]1([C:8]2[CH:13]=[CH:12][C:11]([O:14][CH3:15])=[C:10]([CH2:16][OH:19])[CH:9]=2)[CH2:7][CH2:6]1)=[O:4]. The reactants are [CH3:1][O:2][C:3]([C:5]1([C:8]2[CH:13]=[CH:12][C:11]([O:14][CH3:15])=[C:10]([CH2:16]Cl)[CH:9]=2)[CH2:7][CH2:6]1)=[O:4].C([O-])([O-])=[O:19].[Na+].[Na+].Cl. The catalyst is O.[N+](CCCC)(CCCC)(CCCC)CCCC.[Br-]. The yield is 0.390. (8) The reactants are [O:1]1[C:6]2[CH:7]=[CH:8][CH:9]=[CH:10][C:5]=2[NH:4][C:3](=[O:11])[CH2:2]1.Br[CH2:13][C@H:14]([CH3:24])[CH2:15][O:16][Si:17]([C:20]([CH3:23])([CH3:22])[CH3:21])([CH3:19])[CH3:18].C([O-])([O-])=O.[Cs+].[Cs+]. The catalyst is CN(C=O)C. The product is [Si:17]([O:16][CH2:15][C@@H:14]([CH3:24])[CH2:13][N:4]1[C:5]2[CH:10]=[CH:9][CH:8]=[CH:7][C:6]=2[O:1][CH2:2][C:3]1=[O:11])([C:20]([CH3:21])([CH3:22])[CH3:23])([CH3:18])[CH3:19]. The yield is 0.780.